Predict the product of the given reaction. From a dataset of Forward reaction prediction with 1.9M reactions from USPTO patents (1976-2016). (1) Given the reactants [Cl:1][C:2]1[CH:7]=[CH:6][C:5]([NH:8][C:9](=[O:14])[C:10]([CH3:13])([CH3:12])[CH3:11])=[C:4]([O:15][CH2:16][CH2:17][CH2:18][OH:19])[CH:3]=1.C([Li])(C)(C)C.[CH3:25][O:26][C:27]1[C:34]([O:35][CH3:36])=[CH:33][CH:32]=[CH:31][C:28]=1[CH:29]=[O:30].[Cl-].[NH4+], predict the reaction product. The product is: [Cl:1][C:2]1[CH:3]=[C:4]([O:15][CH2:16][CH2:17][CH2:18][OH:19])[C:5]([NH:8][C:9](=[O:14])[C:10]([CH3:13])([CH3:11])[CH3:12])=[C:6]([CH:29]([C:28]2[CH:31]=[CH:32][CH:33]=[C:34]([O:35][CH3:36])[C:27]=2[O:26][CH3:25])[OH:30])[CH:7]=1. (2) Given the reactants C(OC([NH:8][C:9]([CH3:59])([CH2:35][C:36]1[CH:41]=[CH:40][CH:39]=[C:38]([CH2:42][CH2:43][CH:44]([NH:51]C(OC(C)(C)C)=O)[C:45]2[CH:50]=[CH:49][CH:48]=[CH:47][CH:46]=2)[CH:37]=1)[C:10]([O:12][CH2:13][C:14]1[CH:15]=[C:16]([CH:24]=[C:25]([N:27]([S:31]([CH3:34])(=[O:33])=[O:32])[CH2:28][CH2:29][CH3:30])[CH:26]=1)[C:17]([O:19]C(C)(C)C)=[O:18])=[O:11])=O)(C)(C)C.O1CCOCC1.[ClH:66], predict the reaction product. The product is: [ClH:66].[ClH:66].[NH2:8][C:9]([CH3:59])([CH2:35][C:36]1[CH:41]=[CH:40][CH:39]=[C:38]([CH2:42][CH2:43][CH:44]([NH2:51])[C:45]2[CH:50]=[CH:49][CH:48]=[CH:47][CH:46]=2)[CH:37]=1)[C:10]([O:12][CH2:13][C:14]1[CH:15]=[C:16]([CH:24]=[C:25]([N:27]([S:31]([CH3:34])(=[O:33])=[O:32])[CH2:28][CH2:29][CH3:30])[CH:26]=1)[C:17]([OH:19])=[O:18])=[O:11].